This data is from Full USPTO retrosynthesis dataset with 1.9M reactions from patents (1976-2016). The task is: Predict the reactants needed to synthesize the given product. (1) Given the product [CH:1]1([N:4]2[C:8]([C:9]([N:61]3[CH2:62][CH2:63][CH:58]([N:53]4[CH2:57][CH2:56][CH2:55][CH2:54]4)[CH2:59][CH2:60]3)=[O:11])=[C:7]([C:12]3[CH:13]=[N:14][C:15]([OH:18])=[CH:16][CH:17]=3)[N:6]=[C:5]2[C:41]2[CH:42]=[CH:37][CH:38]=[C:39]([O:43][C:44]([F:45])([F:46])[F:47])[CH:40]=2)[CH2:3][CH2:2]1, predict the reactants needed to synthesize it. The reactants are: [CH:1]1([N:4]2[C:8]([C:9]([OH:11])=O)=[C:7]([C:12]3[CH:13]=[N:14][C:15]([OH:18])=[CH:16][CH:17]=3)[N:6]=[C:5]2C2C=CC(OC(F)(F)F)=CC=2)[CH2:3][CH2:2]1.C(OC(=O)CN(C1CC1)C(=O)[C:37]1[CH:42]=[CH:41][CH:40]=[C:39]([O:43][C:44]([F:47])([F:46])[F:45])[CH:38]=1)C.[N:53]1([CH:58]2[CH2:63][CH2:62][NH:61][CH2:60][CH2:59]2)[CH2:57][CH2:56][CH2:55][CH2:54]1. (2) Given the product [CH3:32][S:29]([OH:33])(=[O:31])=[O:30].[CH3:1][O:2][C:3]1[CH:4]=[C:5]([CH:26]=[CH:27][CH:28]=1)[C:6]([NH:8][C@H:9]1[CH2:14][CH2:13][C@@H:12]([NH:15][C:16]2[CH:25]=[CH:24][C:23]3[C:18](=[CH:19][CH:20]=[CH:21][CH:22]=3)[N:17]=2)[CH2:11][CH2:10]1)=[O:7], predict the reactants needed to synthesize it. The reactants are: [CH3:1][O:2][C:3]1[CH:4]=[C:5]([CH:26]=[CH:27][CH:28]=1)[C:6]([NH:8][C@H:9]1[CH2:14][CH2:13][C@@H:12]([NH:15][C:16]2[CH:25]=[CH:24][C:23]3[C:18](=[CH:19][CH:20]=[CH:21][CH:22]=3)[N:17]=2)[CH2:11][CH2:10]1)=[O:7].[S:29]([OH:33])([CH3:32])(=[O:31])=[O:30]. (3) Given the product [CH3:1][O:2][C:3](=[O:32])[CH2:4][O:5][C:6]1[CH:11]=[C:10]([CH2:12][CH3:13])[C:9]([O:14][CH2:15][C:16]2[S:17][CH:18]=[C:19]([C:21]3[CH:26]=[CH:25][C:24]([C:27]([F:28])([F:30])[F:29])=[CH:23][CH:22]=3)[N:20]=2)=[CH:8][C:7]=1[CH3:31], predict the reactants needed to synthesize it. The reactants are: [CH3:1][O:2][C:3](=[O:32])[CH2:4][O:5][C:6]1[CH:11]=[C:10]([CH:12]=[CH2:13])[C:9]([O:14][CH2:15][C:16]2[S:17][CH:18]=[C:19]([C:21]3[CH:26]=[CH:25][C:24]([C:27]([F:30])([F:29])[F:28])=[CH:23][CH:22]=3)[N:20]=2)=[CH:8][C:7]=1[CH3:31].C1CC=CCC=1. (4) Given the product [ClH:28].[CH3:27][N:2]([CH3:1])[C:3]1([C:21]2[CH:26]=[CH:25][CH:24]=[CH:23][CH:22]=2)[CH2:4][CH2:5][C:6](=[CH:9][C:10]([NH:12][CH2:13][C:14]2[CH:15]=[CH:16][C:17]([F:20])=[CH:18][CH:19]=2)=[O:11])[CH2:7][CH2:8]1, predict the reactants needed to synthesize it. The reactants are: [CH3:1][N:2]([CH3:27])[C:3]1([C:21]2[CH:26]=[CH:25][CH:24]=[CH:23][CH:22]=2)[CH2:8][CH2:7][C:6](=[CH:9][C:10]([NH:12][CH2:13][C:14]2[CH:19]=[CH:18][C:17]([F:20])=[CH:16][CH:15]=2)=[O:11])[CH2:5][CH2:4]1.[Cl:28][Si](C)(C)C. (5) The reactants are: [CH2:1]([NH2:4])[CH2:2][NH2:3].[CH3:5][O:6][C:7]1[CH:12]=[CH:11][C:10]([C:13]([CH:15]=O)=O)=[CH:9][CH:8]=1.[BH4-].[Na+]. Given the product [CH3:5][O:6][C:7]1[CH:12]=[CH:11][C:10]([CH:13]2[CH2:15][NH:4][CH2:1][CH2:2][NH:3]2)=[CH:9][CH:8]=1, predict the reactants needed to synthesize it. (6) Given the product [C:29]([O:22][CH2:21][C@@H:13]1[C@@H:14]2[C@@H:15]([O:16][C:17]([CH3:19])([CH3:20])[O:18]2)[C@H:11]([N:6]2[CH:5]=[N:4][C:3]3[C:7]2=[N:8][CH:9]=[N:10][C:2]=3[Cl:1])[O:12]1)(=[O:31])[CH3:30], predict the reactants needed to synthesize it. The reactants are: [Cl:1][C:2]1[N:10]=[CH:9][N:8]=[C:7]2[C:3]=1[N:4]=[CH:5][N:6]2[C@H:11]1[C@@H:15]2[O:16][C:17]([CH3:20])([CH3:19])[O:18][C@@H:14]2[C@@H:13]([CH2:21][OH:22])[O:12]1.N1C=CC=CC=1.[C:29](OC(=O)C)(=[O:31])[CH3:30]. (7) Given the product [CH2:3]([O:8][CH:7]([O:17][CH2:13][CH2:14][CH2:15][CH3:16])[C:6]1[CH:9]=[C:2]([F:1])[CH:3]=[CH:4][C:5]=1[N+:10]([O-:12])=[O:11])[CH2:2][CH2:9][CH3:6], predict the reactants needed to synthesize it. The reactants are: [F:1][C:2]1[CH:3]=[CH:4][C:5]([N+:10]([O-:12])=[O:11])=[C:6]([CH:9]=1)[CH:7]=[O:8].[CH2:13]([OH:17])[CH2:14][CH2:15][CH3:16]. (8) Given the product [OH:1][C:2]([CH3:34])([CH3:35])[CH2:3][C@@:4]1([C:28]2[CH:33]=[CH:32][CH:31]=[CH:30][CH:29]=2)[O:9][C:8](=[O:10])[N:7]([C@H:11]([C:13]2[CH:14]=[CH:15][C:16]([C:37]3[S:38][CH:39]=[N:40][N:41]=3)=[CH:17][CH:18]=2)[CH3:12])[CH2:6][CH2:5]1, predict the reactants needed to synthesize it. The reactants are: [OH:1][C:2]([CH3:35])([CH3:34])[CH2:3][C@@:4]1([C:28]2[CH:33]=[CH:32][CH:31]=[CH:30][CH:29]=2)[O:9][C:8](=[O:10])[N:7]([C@H:11]([C:13]2[CH:18]=[CH:17][C:16](B3OC(C)(C)C(C)(C)O3)=[CH:15][CH:14]=2)[CH3:12])[CH2:6][CH2:5]1.Br[C:37]1[S:38][CH:39]=[N:40][N:41]=1. (9) Given the product [CH3:27][S:24]([C:21]1[CH:22]=[CH:23][C:18]([CH:10]([C:11]2[CH:16]=[CH:15][CH:14]=[CH:13][C:12]=2[CH3:17])[CH2:9][C:8]2([CH:5]3[CH2:4][CH2:3][CH:2]([OH:1])[CH2:7][CH2:6]3)[O:31][CH2:32][CH2:33][O:28]2)=[CH:19][CH:20]=1)(=[O:25])=[O:26].[CH3:50][Si:47]([CH3:48])([CH3:49])[O:46][CH:2]1[CH2:3][CH2:4][CH:5]([C:8]2([CH2:9][CH:10]([C:18]3[CH:19]=[CH:20][C:21]([S:24]([CH3:27])(=[O:26])=[O:25])=[CH:22][CH:23]=3)[C:11]3[CH:16]=[CH:15][CH:14]=[CH:13][C:12]=3[CH3:17])[O:34][CH2:33][CH2:32][O:31]2)[CH2:6][CH2:7]1, predict the reactants needed to synthesize it. The reactants are: [OH:1][CH:2]1[CH2:7][CH2:6][CH:5]([C:8](=[O:28])[CH2:9][CH:10]([C:18]2[CH:23]=[CH:22][C:21]([S:24]([CH3:27])(=[O:26])=[O:25])=[CH:20][CH:19]=2)[C:11]2[CH:16]=[CH:15][CH:14]=[CH:13][C:12]=2[CH3:17])[CH2:4][CH2:3]1.C[Si](C)(C)[O:31][CH2:32][CH2:33][O:34][Si](C)(C)C.FC(F)(F)S([O:46][Si:47]([CH3:50])([CH3:49])[CH3:48])(=O)=O.C(N(CC)CC)C. (10) Given the product [NH2:15][CH2:2][C:3]([C:5]1[CH:6]=[N:7][C:8]([N+:11]([O-:13])=[O:12])=[CH:9][CH:10]=1)=[O:4], predict the reactants needed to synthesize it. The reactants are: Br[CH2:2][C:3]([C:5]1[CH:6]=[N:7][C:8]([N+:11]([O-:13])=[O:12])=[CH:9][CH:10]=1)=[O:4].C1N2CN3CN(C2)C[N:15]1C3.